From a dataset of Full USPTO retrosynthesis dataset with 1.9M reactions from patents (1976-2016). Predict the reactants needed to synthesize the given product. (1) Given the product [C:20]([O:19][C:14]1[CH:15]=[C:16]([C:27](=[O:30])[CH2:28][Cl:29])[C:17]2[S:24][C:10]([O:9][CH:6]([CH3:8])[CH3:7])=[N:11][C:12]=2[CH:13]=1)([CH3:23])([CH3:22])[CH3:21], predict the reactants needed to synthesize it. The reactants are: C([Li])(C)(C)C.[CH:6]([O:9][C:10](=[S:24])[NH:11][C:12]1[CH:17]=[C:16](F)[CH:15]=[C:14]([O:19][C:20]([CH3:23])([CH3:22])[CH3:21])[CH:13]=1)([CH3:8])[CH3:7].CN(OC)[C:27](=[O:30])[CH2:28][Cl:29]. (2) The reactants are: [OH:1][CH:2]1[CH2:5][CH:4]([C:6]([O:8][CH3:9])=[O:7])[CH2:3]1.N1C=CC=CC=1.[C:16]1([CH3:36])[CH:21]=[CH:20][C:19]([S:22](O[S:22]([C:19]2[CH:20]=[CH:21][C:16]([CH3:36])=[CH:17][CH:18]=2)(=[O:24])=[O:23])(=[O:24])=[O:23])=[CH:18][CH:17]=1. Given the product [CH3:36][C:16]1[CH:21]=[CH:20][C:19]([S:22]([O:1][CH:2]2[CH2:5][CH:4]([C:6]([O:8][CH3:9])=[O:7])[CH2:3]2)(=[O:24])=[O:23])=[CH:18][CH:17]=1, predict the reactants needed to synthesize it. (3) Given the product [C:32]([Si:29]([O:10][C:2]([CH2:5][CH:6]([CH3:7])[CH3:16])([CH3:1])[C:3]#[CH:4])([CH3:31])[CH3:30])([CH3:35])([CH3:34])[CH3:33], predict the reactants needed to synthesize it. The reactants are: [CH3:1][C:2]([OH:10])([CH2:5][CH2:6][CH:7](C)C)[C:3]#[CH:4].CN(C=O)C.[CH3:16]CN(CC)CC.FC(F)(F)S(O[Si:29]([C:32]([CH3:35])([CH3:34])[CH3:33])([CH3:31])[CH3:30])(=O)=O. (4) Given the product [Cl:1][C:2]1[N:3]=[N:4][C:5]([CH:9]=[CH2:10])=[CH:6][CH:7]=1, predict the reactants needed to synthesize it. The reactants are: [Cl:1][C:2]1[N:3]=[N:4][C:5](Cl)=[CH:6][CH:7]=1.[CH:9](B1OC(C)(C)C(C)(C)O1)=[CH2:10].C(=O)([O-])[O-].[K+].[K+].O1CCOCC1. (5) Given the product [F:21][C:3]1[C:4]([C:9]([C:11]2[C:19]3[C:14](=[N:15][CH:16]=[C:17]([I:20])[CH:18]=3)[NH:13][CH:12]=2)=[O:10])=[C:5]([F:8])[CH:6]=[CH:7][C:2]=1[NH:1][S:27]([N:22]1[CH2:26][CH2:25][CH2:24][CH2:23]1)(=[O:29])=[O:28], predict the reactants needed to synthesize it. The reactants are: [NH2:1][C:2]1[C:3]([F:21])=[C:4]([C:9]([C:11]2[C:19]3[C:14](=[N:15][CH:16]=[C:17]([I:20])[CH:18]=3)[NH:13][CH:12]=2)=[O:10])[C:5]([F:8])=[CH:6][CH:7]=1.[N:22]1([S:27](Cl)(=[O:29])=[O:28])[CH2:26][CH2:25][CH2:24][CH2:23]1.[NH4+].[Cl-]. (6) Given the product [CH:12]1([NH:15][C:3]2[CH:8]=[CH:7][N:6]=[CH:5][C:4]=2[N+:9]([O-:11])=[O:10])[CH2:14][CH2:13]1, predict the reactants needed to synthesize it. The reactants are: CO[C:3]1[CH:8]=[CH:7][N:6]=[CH:5][C:4]=1[N+:9]([O-:11])=[O:10].[CH:12]1([NH2:15])[CH2:14][CH2:13]1.